Dataset: Catalyst prediction with 721,799 reactions and 888 catalyst types from USPTO. Task: Predict which catalyst facilitates the given reaction. (1) Reactant: CN(C)C=O.Cl[C:7]1[CH:14]=[CH:13][C:12]([N+:15]([O-:17])=[O:16])=[CH:11][C:8]=1[C:9]#[N:10].[CH2:18]([OH:23])[C:19]([CH3:22])([CH3:21])[CH3:20].[H-].[Na+]. Product: [CH2:18]([O:23][C:7]1[CH:14]=[CH:13][C:12]([N+:15]([O-:17])=[O:16])=[CH:11][C:8]=1[C:9]#[N:10])[C:19]([CH3:22])([CH3:21])[CH3:20]. The catalyst class is: 6. (2) Reactant: Br[C:2]1[CH:7]=[CH:6][C:5]([CH2:8][C:9]([NH:11][C:12]2[CH:17]=[CH:16][C:15]([O:18][C:19]3[CH:24]=[CH:23][C:22]([C:25]([F:28])([F:27])[F:26])=[CH:21][CH:20]=3)=[CH:14][C:13]=2[OH:29])=[O:10])=[CH:4][CH:3]=1.[CH3:30][O:31][C:32]1[CH:33]=[C:34](B(O)O)[CH:35]=[CH:36][CH:37]=1.C([O-])([O-])=O.[Na+].[Na+]. Product: [OH:29][C:13]1[CH:14]=[C:15]([O:18][C:19]2[CH:24]=[CH:23][C:22]([C:25]([F:28])([F:27])[F:26])=[CH:21][CH:20]=2)[CH:16]=[CH:17][C:12]=1[NH:11][C:9](=[O:10])[CH2:8][C:5]1[CH:6]=[CH:7][C:2]([C:36]2[CH:35]=[CH:34][CH:33]=[C:32]([O:31][CH3:30])[CH:37]=2)=[CH:3][CH:4]=1. The catalyst class is: 104. (3) Reactant: [OH:1][CH2:2][CH2:3][NH:4][C:5]1[C:10]([N+:11]([O-])=O)=[CH:9][CH:8]=[CH:7][C:6]=1[S:14]([N:17]([CH3:19])[CH3:18])(=[O:16])=[O:15].S(S([O-])=O)([O-])=O.[Na+].[Na+]. Product: [NH2:11][C:10]1[C:5]([NH:4][CH2:3][CH2:2][OH:1])=[C:6]([S:14]([N:17]([CH3:19])[CH3:18])(=[O:15])=[O:16])[CH:7]=[CH:8][CH:9]=1. The catalyst class is: 24. (4) Reactant: [Cl:1][C:2]1[CH:3]=[C:4]2[C:8](=[CH:9][CH:10]=1)[NH:7][CH:6]=[C:5]2[C:11]([OH:13])=[O:12].[H-].[Na+].Br[CH2:17][C:18]([O:20][CH3:21])=[O:19].CCOC(C)=O. Product: [Cl:1][C:2]1[CH:3]=[C:4]2[C:8](=[CH:9][CH:10]=1)[N:7]([CH2:17][C:18]([O:20][CH3:21])=[O:19])[CH:6]=[C:5]2[C:11]([OH:13])=[O:12]. The catalyst class is: 3. (5) Reactant: [NH:1]1[CH2:6][CH2:5][CH:4]([CH2:7][NH:8][C:9]2[S:10][C:11]([C:14]([C:16]3[CH:21]=[CH:20][CH:19]=[CH:18][C:17]=3[CH3:22])=[O:15])=[CH:12][N:13]=2)[CH2:3][CH2:2]1.Cl.[S:24]1[CH:28]=[CH:27][CH:26]=[C:25]1[S:29](Cl)(=[O:31])=[O:30].CCN(CC)CC. Product: [S:24]1[CH:28]=[CH:27][CH:26]=[C:25]1[S:29]([N:1]1[CH2:6][CH2:5][CH:4]([CH2:7][NH:8][C:9]2[S:10][C:11]([C:14]([C:16]3[CH:21]=[CH:20][CH:19]=[CH:18][C:17]=3[CH3:22])=[O:15])=[CH:12][N:13]=2)[CH2:3][CH2:2]1)(=[O:31])=[O:30]. The catalyst class is: 61. (6) Reactant: [Br:1][C:2]1[N:7]=[C:6]([C:8](O)([CH3:10])[CH3:9])[CH:5]=[CH:4][CH:3]=1.CS(OS(C)(=O)=O)(=O)=O.C(N(CC)CC)C. Product: [Br:1][C:2]1[CH:3]=[CH:4][CH:5]=[C:6]([C:8]([CH3:10])=[CH2:9])[N:7]=1. The catalyst class is: 4.